Dataset: Reaction yield outcomes from USPTO patents with 853,638 reactions. Task: Predict the reaction yield, written as a fraction of the theoretical maximum amount of product (1.0 means a 100% yield; for example, 0.34 means a 34% yield). (1) The product is [CH2:6]1[C@@H:5]2[CH2:4][C:3]3[C:14]([C:15]([O:17][CH2:18][CH3:19])=[O:16])=[N:24][NH:25][C:2]=3[C@H:1]12. The reactants are [C@@H:1]12[CH2:6][C@@H:5]1[CH2:4][CH2:3][C:2]2=O.CC(C)([O-])C.[K+].[C:14](OCC)(=O)[C:15]([O:17][CH2:18][CH3:19])=[O:16].[NH2:24][NH2:25].Cl. The yield is 0.178. The catalyst is C(O)C. (2) The reactants are [CH3:1][O:2][C:3]1[CH:16]=[CH:15][C:6]([CH:7]=[C:8]2[CH2:13][CH2:12][CH2:11][NH:10][C:9]2=[O:14])=[CH:5][CH:4]=1.CO. The product is [CH3:1][O:2][C:3]1[CH:4]=[CH:5][C:6]([CH2:7][CH:8]2[CH2:13][CH2:12][CH2:11][NH:10][C:9]2=[O:14])=[CH:15][CH:16]=1. The catalyst is [Ir].ClCCl. The yield is 0.920. (3) The reactants are [C:1]([O:4][C@H:5]1[C@H:10]([O:11][C:12](=[O:14])[CH3:13])[C@@H:9]([CH2:15][O:16][C:17](=[O:19])[CH3:18])[O:8][C@@H:7]([O:20][C@@H:21]2[C@H:27]([O:28][CH2:29][C:30]3[CH:35]=[CH:34][CH:33]=[CH:32][CH:31]=3)[C@@H:26]([O:36][CH2:37][C:38]3[CH:43]=[CH:42][CH:41]=[CH:40][CH:39]=3)[C@H:25]([CH3:44])[O:24][C@H:22]2[OH:23])[C@@H:6]1[NH:45][C:46](=[O:51])[C:47]([Cl:50])([Cl:49])[Cl:48])(=[O:3])[CH3:2].[Cl:52][C:53]([Cl:57])([Cl:56])[C:54]#[N:55].C1CCN2C(=NCCC2)CC1. The catalyst is C(Cl)Cl. The product is [Cl:52][C:53]([Cl:57])([Cl:56])[C:54]([O:23][C@@H:22]1[O:24][C@@H:25]([CH3:44])[C@H:26]([O:36][CH2:37][C:38]2[CH:39]=[CH:40][CH:41]=[CH:42][CH:43]=2)[C@@H:27]([O:28][CH2:29][C:30]2[CH:35]=[CH:34][CH:33]=[CH:32][CH:31]=2)[C@H:21]1[O:20][C@@H:7]1[O:8][C@H:9]([CH2:15][O:16][C:17](=[O:19])[CH3:18])[C@@H:10]([O:11][C:12](=[O:14])[CH3:13])[C@H:5]([O:4][C:1](=[O:3])[CH3:2])[C@H:6]1[NH:45][C:46](=[O:51])[C:47]([Cl:50])([Cl:49])[Cl:48])=[NH:55]. The yield is 0.780. (4) The reactants are [Cl:1][C:2]1[CH:7]=[C:6]([Cl:8])[CH:5]=[CH:4][C:3]=1[C:9]1[O:10][C:11]([CH:26]([CH3:28])[CH3:27])=[C:12]([CH2:14][CH2:15][C:16]([C:18]2[CH:23]=[CH:22][C:21]([OH:24])=[C:20]([CH3:25])[CH:19]=2)=[O:17])[N:13]=1.C(=O)([O-])[O-].[K+].[K+].Br[CH2:36][C:37]([O:39][CH2:40][CH3:41])=[O:38]. The catalyst is CC(C)=O. The product is [Cl:1][C:2]1[CH:7]=[C:6]([Cl:8])[CH:5]=[CH:4][C:3]=1[C:9]1[O:10][C:11]([CH:26]([CH3:28])[CH3:27])=[C:12]([CH2:14][CH2:15][C:16]([C:18]2[CH:23]=[CH:22][C:21]([O:24][CH2:36][C:37]([O:39][CH2:40][CH3:41])=[O:38])=[C:20]([CH3:25])[CH:19]=2)=[O:17])[N:13]=1. The yield is 0.920. (5) The reactants are [NH2:1][C:2]1[C:3](=[O:12])[N:4]([CH3:11])[C:5](=[O:10])[N:6]([CH3:9])[C:7]=1[NH2:8].[CH3:13][CH:14]1[CH2:18][C:17](=[O:19])[O:16][C:15]1=[O:20].C(OCC)(=O)C.NC1N(C)C(=O)N(C)C(=O)C=1NC(=O)C(C)CC(O)=O. The catalyst is CN(C=O)C. The product is [NH2:8][C:7]1[N:6]([CH3:9])[C:5](=[O:10])[N:4]([CH3:11])[C:3](=[O:12])[C:2]=1[NH:1][C:17](=[O:19])[CH2:18][CH:14]([CH3:13])[C:15]([OH:20])=[O:16]. The yield is 0.810.